From a dataset of Forward reaction prediction with 1.9M reactions from USPTO patents (1976-2016). Predict the product of the given reaction. (1) Given the reactants [Cl:1][C:2]1[CH:3]=[C:4]2[C:8](=[C:9]([NH:11][CH:12]3[CH2:17][CH2:16][NH:15][CH2:14][CH2:13]3)[CH:10]=1)[NH:7][C:6]([CH2:18][CH2:19][N:20]1[CH2:25][CH2:24][NH:23][C:22](=[O:26])[CH2:21]1)=[CH:5]2.C(N(CC)CC)C.[C:34](OC(=O)C)(=[O:36])[CH3:35], predict the reaction product. The product is: [C:34]([N:15]1[CH2:14][CH2:13][CH:12]([NH:11][C:9]2[CH:10]=[C:2]([Cl:1])[CH:3]=[C:4]3[C:8]=2[NH:7][C:6]([CH2:18][CH2:19][N:20]2[CH2:25][CH2:24][NH:23][C:22](=[O:26])[CH2:21]2)=[CH:5]3)[CH2:17][CH2:16]1)(=[O:36])[CH3:35]. (2) Given the reactants [N+:1]([C:4]1[CH:5]=[N:6][NH:7][CH:8]=1)([O-:3])=[O:2].[H-].[Na+].CS(O[CH:16]1[CH2:20][CH2:19][N:18]([CH3:21])[CH2:17]1)(=O)=O, predict the reaction product. The product is: [CH3:21][N:18]1[CH2:19][CH2:20][CH:16]([N:6]2[CH:5]=[C:4]([N+:1]([O-:3])=[O:2])[CH:8]=[N:7]2)[CH2:17]1. (3) Given the reactants [OH:1][CH2:2][CH2:3][N:4]1[CH2:9][CH2:8][NH:7][CH2:6][CH2:5]1.C(=O)([O-])O.[Na+].Cl[C:16]([O:18][CH2:19][C:20]1[CH:25]=[CH:24][CH:23]=[CH:22][CH:21]=1)=[O:17], predict the reaction product. The product is: [CH2:19]([O:18][C:16]([N:7]1[CH2:8][CH2:9][N:4]([CH2:3][CH2:2][OH:1])[CH2:5][CH2:6]1)=[O:17])[C:20]1[CH:25]=[CH:24][CH:23]=[CH:22][CH:21]=1. (4) Given the reactants Cl[C:2]1[CH:7]=[CH:6][C:5]([N+:8]([O-:10])=[O:9])=[CH:4][N:3]=1.[CH3:11][O:12][CH2:13][CH2:14][NH2:15], predict the reaction product. The product is: [CH3:11][O:12][CH2:13][CH2:14][NH:15][C:2]1[CH:7]=[CH:6][C:5]([N+:8]([O-:10])=[O:9])=[CH:4][N:3]=1. (5) Given the reactants [CH2:1]([O:8][C:9]([NH:11][C@@H:12]([C:16]1[CH:21]=[CH:20][CH:19]=[CH:18][CH:17]=1)[C:13]([OH:15])=O)=[O:10])[C:2]1[CH:7]=[CH:6][CH:5]=[CH:4][CH:3]=1.[CH3:22][O:23][CH2:24][CH2:25][O:26][CH2:27][CH2:28][O:29][CH2:30][CH2:31][O:32][C@H:33]1[CH2:37][CH2:36][NH:35][CH2:34]1.C(N(C(C)C)CC)(C)C.F[B-](F)(F)F.N1(OC(N(C)C)=[N+](C)C)C2C=CC=CC=2N=N1, predict the reaction product. The product is: [CH3:22][O:23][CH2:24][CH2:25][O:26][CH2:27][CH2:28][O:29][CH2:30][CH2:31][O:32][C@H:33]1[CH2:37][CH2:36][N:35]([C:13](=[O:15])[C@@H:12]([NH:11][C:9](=[O:10])[O:8][CH2:1][C:2]2[CH:3]=[CH:4][CH:5]=[CH:6][CH:7]=2)[C:16]2[CH:21]=[CH:20][CH:19]=[CH:18][CH:17]=2)[CH2:34]1. (6) Given the reactants [Cl:1][C:2]1[CH:21]=[CH:20][C:5]([CH2:6][N:7]2[C:15]3[C:10](=[CH:11][C:12]([N+:16]([O-])=O)=[CH:13][CH:14]=3)[C:9](=[O:19])[NH:8]2)=[CH:4][CH:3]=1.Cl.Cl[Sn]Cl.C(=O)(O)[O-].[Na+], predict the reaction product. The product is: [NH2:16][C:12]1[CH:11]=[C:10]2[C:15](=[CH:14][CH:13]=1)[N:7]([CH2:6][C:5]1[CH:20]=[CH:21][C:2]([Cl:1])=[CH:3][CH:4]=1)[NH:8][C:9]2=[O:19]. (7) Given the reactants C(N1C=CN=C1)(N1C=CN=C1)=O.CCN(C(C)C)C(C)C.[CH2:22]([NH2:29])[CH2:23][CH2:24][CH2:25][CH2:26][CH2:27][NH2:28].[CH2:30]1[CH2:35][C@H:34]([C:36]([OH:38])=O)[N:33]([C:39]([O:41]CC2C3C(=CC=CC=3)C3C2=CC=CC=3)=O)[CH2:32][CH2:31]1.CN(C(ON1N=NC2C=CC=NC1=2)=[N+](C)C)C.F[P-](F)(F)(F)(F)F.[C:80](O)(=O)[CH2:81][CH2:82][CH2:83][CH2:84][CH2:85][CH2:86][CH2:87][CH2:88][CH2:89][CH2:90][CH2:91]C, predict the reaction product. The product is: [NH2:28][CH2:27][CH2:26][CH2:25][CH2:24][CH2:23][CH2:22][NH:29][C:36]([C@H:34]1[CH2:35][CH2:30][CH2:31][CH2:32][N:33]1[C:39](=[O:41])[CH2:91][CH2:90][CH2:89][CH2:88][CH2:87][CH2:86][CH2:85][CH2:84][CH2:83][CH2:82][CH2:81][CH3:80])=[O:38]. (8) Given the reactants [C:1]([C:5]1[CH:6]=[C:7]([NH:17][C:18]([NH:20][C@@H:21]2[C:30]3[C:25](=[CH:26][CH:27]=[CH:28][CH:29]=3)[C@H:24]([O:31][CH2:32][C:33]([N:35]3[CH2:40][CH2:39][O:38][CH2:37][CH2:36]3)=O)[CH2:23][CH2:22]2)=[O:19])[N:8]([C:10]2[CH:15]=[CH:14][C:13]([CH3:16])=[CH:12][CH:11]=2)[N:9]=1)([CH3:4])([CH3:3])[CH3:2].B, predict the reaction product. The product is: [C:1]([C:5]1[CH:6]=[C:7]([NH:17][C:18]([NH:20][C@@H:21]2[C:30]3[C:25](=[CH:26][CH:27]=[CH:28][CH:29]=3)[C@H:24]([O:31][CH2:32][CH2:33][N:35]3[CH2:40][CH2:39][O:38][CH2:37][CH2:36]3)[CH2:23][CH2:22]2)=[O:19])[N:8]([C:10]2[CH:11]=[CH:12][C:13]([CH3:16])=[CH:14][CH:15]=2)[N:9]=1)([CH3:4])([CH3:2])[CH3:3]. (9) Given the reactants [CH3:1][O:2][C:3]1[CH:4]=[C:5]2[C:10](=[CH:11][C:12]=1[O:13][CH3:14])[N:9]=[CH:8][N:7]=[C:6]2[NH:15][C:16]1[CH:17]=[CH:18][C:19](C)=[C:20]([OH:22])[CH:21]=1.O[C:25]1C=C(C=C(C)C=1)N, predict the reaction product. The product is: [CH3:1][O:2][C:3]1[CH:4]=[C:5]2[C:10](=[CH:11][C:12]=1[O:13][CH3:14])[N:9]=[CH:8][N:7]=[C:6]2[NH:15][C:16]1[CH:21]=[C:20]([OH:22])[CH:19]=[C:18]([CH3:25])[CH:17]=1. (10) Given the reactants Br[C:2]1[CH:7]=[CH:6][C:5]([Cl:8])=[CH:4][C:3]=1[O:9][CH3:10].[C:11](#[N:14])[CH:12]=[CH2:13].CN(C=O)C.C1(P(C2C=CC=CC=2)C2C=CC=CC=2)C=CC=CC=1, predict the reaction product. The product is: [Cl:8][C:5]1[CH:6]=[CH:7][C:2](/[CH:13]=[CH:12]/[C:11]#[N:14])=[C:3]([O:9][CH3:10])[CH:4]=1.